This data is from Peptide-MHC class I binding affinity with 185,985 pairs from IEDB/IMGT. The task is: Regression. Given a peptide amino acid sequence and an MHC pseudo amino acid sequence, predict their binding affinity value. This is MHC class I binding data. (1) The peptide sequence is STANIFRGSY. The MHC is HLA-B15:01 with pseudo-sequence HLA-B15:01. The binding affinity (normalized) is 0.854. (2) The peptide sequence is LALTDVEKR. The MHC is HLA-A02:02 with pseudo-sequence HLA-A02:02. The binding affinity (normalized) is 0. (3) The peptide sequence is KQIGGTLFE. The MHC is HLA-B15:17 with pseudo-sequence HLA-B15:17. The binding affinity (normalized) is 0.0847. (4) The peptide sequence is FVRQCFNPM. The MHC is HLA-C12:03 with pseudo-sequence HLA-C12:03. The binding affinity (normalized) is 0.714. (5) The MHC is HLA-C04:01 with pseudo-sequence HLA-C04:01. The peptide sequence is EVMPVSMAK. The binding affinity (normalized) is 0.213.